From a dataset of Forward reaction prediction with 1.9M reactions from USPTO patents (1976-2016). Predict the product of the given reaction. (1) Given the reactants [Cl:1][C:2]1[CH:22]=[CH:21][C:5]([CH2:6][C:7]2[C:8]([CH3:20])=[N:9][C:10]3[CH:11]=[C:12]([CH3:19])[CH:13]=[C:14]([OH:18])[C:15]=3[C:16]=2[CH3:17])=[CH:4][CH:3]=1.C(=O)([O-])[O-].[K+].[K+].[CH3:29][O:30][C:31](=[O:34])[CH2:32]Br, predict the reaction product. The product is: [CH3:29][O:30][C:31](=[O:34])[CH2:32][O:18][C:14]1[CH:13]=[C:12]([CH3:19])[CH:11]=[C:10]2[C:15]=1[C:16]([CH3:17])=[C:7]([CH2:6][C:5]1[CH:4]=[CH:3][C:2]([Cl:1])=[CH:22][CH:21]=1)[C:8]([CH3:20])=[N:9]2. (2) The product is: [Cl:18][C:19]1[CH:24]=[CH:23][C:22]([C:2]2[N:3]=[C:4]([N:7]3[CH:12]4[CH2:13][CH2:14][CH:8]3[CH2:9][O:10][CH2:11]4)[S:5][CH:6]=2)=[CH:21][CH:20]=1. Given the reactants Br[C:2]1[N:3]=[C:4]([N:7]2[CH:12]3[CH2:13][CH2:14][CH:8]2[CH2:9][O:10][CH2:11]3)[S:5][CH:6]=1.C(O)C.[Cl:18][C:19]1[CH:24]=[CH:23][C:22](B(O)O)=[CH:21][CH:20]=1.C(=O)([O-])[O-].[K+].[K+], predict the reaction product. (3) Given the reactants [C:18]1(P([C:14]2[CH:19]=[CH:18][CH:17]=CC=2)[C:18]2[CH:17]=CC=[CH:14][CH:19]=2)[CH:17]=CC=[CH:14][CH:19]=1.CC(OC(/N=N/C(OC(C)C)=O)=O)C.[CH3:34][C:35]([O:38][C:39]([NH:41][C:42]([O:44][C:45]([CH3:48])([CH3:47])[CH3:46])=[O:43])=[O:40])([CH3:37])[CH3:36].C[C@@H](O)C#C, predict the reaction product. The product is: [C:42]([N:41]([C@@H:18]([CH3:17])[C:19]#[CH:14])[C:39]([O:38][C:35]([CH3:37])([CH3:36])[CH3:34])=[O:40])([O:44][C:45]([CH3:47])([CH3:48])[CH3:46])=[O:43].